Task: Predict the reaction yield, written as a fraction of the theoretical maximum amount of product (1.0 means a 100% yield; for example, 0.34 means a 34% yield).. Dataset: Reaction yield outcomes from USPTO patents with 853,638 reactions (1) The reactants are [CH3:1][C:2]1[C:6]2[CH:7]=[C:8]3[C:12]4([C:20]5[C:15](=[CH:16][CH:17]=[CH:18][CH:19]=5)[N:14]([CH2:21][C:22]5[CH:27]=[CH:26][C:25]([C:28](=O)[CH2:29][C:30]#[N:31])=[CH:24][CH:23]=5)[C:13]4=[O:33])[CH2:11][O:10][C:9]3=[CH:34][C:5]=2[O:4][N:3]=1.O.[NH2:36][NH2:37]. The catalyst is C(O)C. The product is [NH2:31][C:30]1[CH:29]=[C:28]([C:25]2[CH:24]=[CH:23][C:22]([CH2:21][N:14]3[C:15]4[C:20](=[CH:19][CH:18]=[CH:17][CH:16]=4)[C:12]4([C:8]5[C:9](=[CH:34][C:5]6[O:4][N:3]=[C:2]([CH3:1])[C:6]=6[CH:7]=5)[O:10][CH2:11]4)[C:13]3=[O:33])=[CH:27][CH:26]=2)[NH:37][N:36]=1. The yield is 0.430. (2) The reactants are [CH3:1][O:2][C:3](=[O:16])[C:4]1[CH:13]=[C:12]([F:14])[C:7]([C:8]([O:10][CH3:11])=[O:9])=[CH:6][C:5]=1[NH2:15].Br[C:18]1[CH:23]=[CH:22][CH:21]=[CH:20][CH:19]=1.C(=O)([O-])[O-].[Cs+].[Cs+]. The catalyst is C([O-])(=O)C.[Pd+2].C([O-])(=O)C.C1C=CC(P(C2C=CC3C(=CC=CC=3)C=2C2C3C(=CC=CC=3)C=CC=2P(C2C=CC=CC=2)C2C=CC=CC=2)C2C=CC=CC=2)=CC=1.C1(C)C=CC=CC=1. The product is [CH3:11][O:10][C:8](=[O:9])[C:7]1[CH:6]=[C:5]([NH:15][C:18]2[CH:23]=[CH:22][CH:21]=[CH:20][CH:19]=2)[C:4]([C:3]([O:2][CH3:1])=[O:16])=[CH:13][C:12]=1[F:14]. The yield is 0.800. (3) The reactants are [CH2:1]([O:8][C:9]1[CH:18]=[C:17]2[C:12]([C:13](=[O:19])[CH:14]=[CH:15][NH:16]2)=[CH:11][C:10]=1[O:20][CH3:21])[C:2]1[CH:7]=[CH:6][CH:5]=[CH:4][CH:3]=1.C(=O)([O-])[O-].[Cs+].[Cs+].F[C:29]1[CH:34]=[CH:33][C:32]([N+:35]([O-:37])=[O:36])=[CH:31][C:30]=1[F:38]. The catalyst is CN(C=O)C.CC#N. The product is [CH2:1]([O:8][C:9]1[CH:18]=[C:17]2[C:12]([C:13]([O:19][C:29]3[CH:34]=[CH:33][C:32]([N+:35]([O-:37])=[O:36])=[CH:31][C:30]=3[F:38])=[CH:14][CH:15]=[N:16]2)=[CH:11][C:10]=1[O:20][CH3:21])[C:2]1[CH:7]=[CH:6][CH:5]=[CH:4][CH:3]=1. The yield is 0.410. (4) The reactants are [CH3:1][CH2:2][O:3][C:4]([CH:6]1[CH2:12][CH2:11][C:9](=O)[CH2:8][CH2:7]1)=[O:5].Cl.[C:14]1([NH:20]N)[CH:19]=[CH:18][CH:17]=[CH:16][CH:15]=1. The catalyst is C(O)C. The product is [CH2:2]([O:3][C:4]([CH:6]1[CH2:12][C:11]2[C:19]3[C:14](=[CH:15][CH:16]=[CH:17][CH:18]=3)[NH:20][C:9]=2[CH2:8][CH2:7]1)=[O:5])[CH3:1]. The yield is 0.960. (5) The reactants are [CH3:1][Mg]Br.[F:4][C:5]1[CH:12]=[CH:11][C:10]([C:13]2[N:14]=[C:15]([CH:25]([CH3:27])[CH3:26])[NH:16][C:17]=2[C:18]2[CH:23]=[CH:22][CH:21]=[C:20]([CH3:24])[N:19]=2)=[CH:9][C:6]=1C#N.Cl.[C:29](=[O:32])([O-])[O-].[Na+].[Na+]. The catalyst is O.O1CCCC1. The product is [F:4][C:5]1[CH:6]=[CH:9][C:10]([C:13]2[N:14]=[C:15]([CH:25]([CH3:27])[CH3:26])[NH:16][C:17]=2[C:18]2[CH:23]=[CH:22][CH:21]=[C:20]([CH3:24])[N:19]=2)=[CH:11][C:12]=1[C:29](=[O:32])[CH3:1]. The yield is 0.810. (6) The reactants are [F:1][C:2]1[CH:30]=[C:29]([C:31]([N:33]2[CH2:36][CH:35]([O:37]C3CCCCO3)[CH2:34]2)=[O:32])[CH:28]=[CH:27][C:3]=1[O:4][C:5]1[CH:6]=[C:7]([C:17]2[NH:21][C:20]([C:22]3[S:23][CH:24]=[CH:25][N:26]=3)=[CH:19][CH:18]=2)[CH:8]=[C:9]([O:11][C@@H:12]([CH3:16])[CH2:13][O:14][CH3:15])[CH:10]=1.C12(CS(O)(=O)=O)C(C)(C)C(CC1)CC2=O.C(N(CC)CC)C. The catalyst is CO. The product is [F:1][C:2]1[CH:30]=[C:29]([CH:28]=[CH:27][C:3]=1[O:4][C:5]1[CH:6]=[C:7]([C:17]2[NH:21][C:20]([C:22]3[S:23][CH:24]=[CH:25][N:26]=3)=[CH:19][CH:18]=2)[CH:8]=[C:9]([O:11][C@@H:12]([CH3:16])[CH2:13][O:14][CH3:15])[CH:10]=1)[C:31]([N:33]1[CH2:34][CH:35]([OH:37])[CH2:36]1)=[O:32]. The yield is 0.650. (7) The reactants are [Cl:1][C:2]1[CH:3]=[C:4]([CH:12]([CH2:16][CH:17]2[CH2:21][CH2:20][C:19](=[O:22])[CH2:18]2)[C:13]([OH:15])=O)[CH:5]=[CH:6][C:7]=1[S:8]([CH3:11])(=[O:10])=[O:9].C(Cl)(=O)C(Cl)=O.[NH2:29][C:30]1[CH:35]=[N:34][C:33]([Br:36])=[CH:32][N:31]=1.N1C=CC=CC=1. The catalyst is CN(C)C=O.C(Cl)Cl. The product is [Br:36][C:33]1[N:34]=[CH:35][C:30]([NH:29][C:13](=[O:15])[CH:12]([C:4]2[CH:5]=[CH:6][C:7]([S:8]([CH3:11])(=[O:10])=[O:9])=[C:2]([Cl:1])[CH:3]=2)[CH2:16][CH:17]2[CH2:21][CH2:20][C:19](=[O:22])[CH2:18]2)=[N:31][CH:32]=1. The yield is 0.410. (8) The reactants are [O:1]=[C:2]1[CH2:8][CH2:7][CH2:6][O:5][C:4]2[CH:9]=[C:10]([NH:13][C:14](=[O:20])[O:15][C:16]([CH3:19])([CH3:18])[CH3:17])[CH:11]=[CH:12][C:3]1=2.[H-].[Na+].I[CH3:24]. The catalyst is CN(C=O)C. The product is [CH3:24][N:13]([C:10]1[CH:11]=[CH:12][C:3]2[C:2](=[O:1])[CH2:8][CH2:7][CH2:6][O:5][C:4]=2[CH:9]=1)[C:14](=[O:20])[O:15][C:16]([CH3:17])([CH3:19])[CH3:18]. The yield is 0.870.